From a dataset of Catalyst prediction with 721,799 reactions and 888 catalyst types from USPTO. Predict which catalyst facilitates the given reaction. Reactant: [CH3:1][C:2]([CH3:13])([CH3:12])[CH2:3][O:4][C:5]1[CH:10]=[CH:9][CH:8]=[CH:7][C:6]=1[NH2:11].[Cl-].[Cl:15][C:16]1[C:20](Cl)=[S+:19][S:18][N:17]=1.O.C(OCC)(=O)C. Product: [Cl:15][C:16]1=[N:17][S:18][S:19]/[C:20]/1=[N:11]\[C:6]1[CH:7]=[CH:8][CH:9]=[CH:10][C:5]=1[O:4][CH2:3][C:2]([CH3:13])([CH3:12])[CH3:1]. The catalyst class is: 4.